This data is from Full USPTO retrosynthesis dataset with 1.9M reactions from patents (1976-2016). The task is: Predict the reactants needed to synthesize the given product. (1) Given the product [C:12]([O:11][C:9](=[O:10])[NH:27][S:24]([C:19]1[CH:18]=[C:17]([I:16])[CH:22]=[C:21]([I:23])[CH:20]=1)(=[O:25])=[O:26])([CH3:13])([CH3:14])[CH3:15], predict the reactants needed to synthesize it. The reactants are: [C:9](O[C:9]([O:11][C:12]([CH3:15])([CH3:14])[CH3:13])=[O:10])([O:11][C:12]([CH3:15])([CH3:14])[CH3:13])=[O:10].[I:16][C:17]1[CH:18]=[C:19]([S:24]([NH2:27])(=[O:26])=[O:25])[CH:20]=[C:21]([I:23])[CH:22]=1.C(N(CC)CC)C. (2) The reactants are: [F:1][C:2]([F:22])([F:21])[C:3]([C:9]1[CH:14]=[CH:13][C:12]([NH:15][CH2:16][C:17]([F:20])([F:19])[F:18])=[CH:11][CH:10]=1)([OH:8])[C:4]([F:7])([F:6])[F:5].[CH2:23](Br)[C:24]1[CH:29]=[CH:28][CH:27]=[CH:26][CH:25]=1. Given the product [CH2:23]([N:15]([CH2:16][C:17]([F:19])([F:18])[F:20])[C:12]1[CH:11]=[CH:10][C:9]([C:3]([OH:8])([C:4]([F:7])([F:6])[F:5])[C:2]([F:21])([F:22])[F:1])=[CH:14][CH:13]=1)[C:24]1[CH:29]=[CH:28][CH:27]=[CH:26][CH:25]=1, predict the reactants needed to synthesize it. (3) Given the product [N:17]1([CH:8]2[CH:9]3[N:14]([CH:13]=[CH:12][CH:11]=[CH:10]3)[C:15](=[O:16])[CH:6]=[CH:7]2)[CH2:22][CH2:21][NH:20][CH2:19][CH2:18]1, predict the reactants needed to synthesize it. The reactants are: C(OC([C:6]1[C:15](=[O:16])[N:14]2[CH:9]([CH:10]=[CH:11][CH:12]=[CH:13]2)[CH:8]([N:17]2[CH2:22][CH2:21][N:20](C(OC(C)(C)C)=O)[CH2:19][CH2:18]2)[CH:7]=1)=O)C.C([O-])(O)=O.[Na+]. (4) Given the product [Cl:24][C:23]1[C:18]([O:10][C:9]2[CH:8]=[CH:7][N:6]=[C:5]3[NH:1][CH:2]=[CH:3][C:4]=23)=[N:19][CH:20]=[C:21]([N+:25]([O-:27])=[O:26])[CH:22]=1, predict the reactants needed to synthesize it. The reactants are: [NH:1]1[C:5]2[N:6]=[CH:7][CH:8]=[C:9]([OH:10])[C:4]=2[CH:3]=[CH:2]1.C([O-])([O-])=O.[K+].[K+].Cl[C:18]1[C:23]([Cl:24])=[CH:22][C:21]([N+:25]([O-:27])=[O:26])=[CH:20][N:19]=1. (5) Given the product [F:1][C:2]1[C:3]([CH3:18])=[C:4]([C@:8]2([C:14]([OH:16])=[O:15])[CH2:12][CH2:11][C:10](=[O:13])[CH2:9]2)[CH:5]=[CH:6][CH:7]=1, predict the reactants needed to synthesize it. The reactants are: [F:1][C:2]1[C:3]([CH3:18])=[C:4]([C@:8]2([C:14]([O:16]C)=[O:15])[CH2:12][CH2:11][C:10](=[O:13])[CH2:9]2)[CH:5]=[CH:6][CH:7]=1.[OH-].[Na+]. (6) The reactants are: [CH3:1][O:2][C:3]1[CH:4]=[C:5]([OH:9])[CH:6]=[CH:7][CH:8]=1.[N:10]([O-:12])=[O:11].[Na+].[N+]([O-])(O)=O.O. Given the product [N+:10]([C:6]1[CH:7]=[CH:8][C:3]([O:2][CH3:1])=[CH:4][C:5]=1[OH:9])([O-:12])=[O:11], predict the reactants needed to synthesize it. (7) Given the product [CH2:21]([Sn:16]([CH2:12][CH2:13][CH2:14][CH3:15])([CH2:17][CH2:18][CH2:19][CH3:20])[C:6]1[O:1][CH2:2][CH2:3][CH2:4][CH:5]=1)[CH2:22][CH2:23][CH3:24], predict the reactants needed to synthesize it. The reactants are: [O:1]1[CH:6]=[CH:5][CH2:4][CH2:3][CH2:2]1.C([Li])(C)(C)C.[CH2:12]([Sn:16](Cl)([CH2:21][CH2:22][CH2:23][CH3:24])[CH2:17][CH2:18][CH2:19][CH3:20])[CH2:13][CH2:14][CH3:15].O. (8) Given the product [CH2:7]([O:9][C:10](=[O:23])[C:11]1[CH:16]=[C:15]([C:30]2[CH:29]=[CH:28][CH:27]=[C:26]([O:25][CH3:24])[CH:31]=2)[C:14]([O:18][CH2:19][CH2:20][OH:21])=[C:13]([Br:22])[CH:12]=1)[CH3:8], predict the reactants needed to synthesize it. The reactants are: C([O-])([O-])=O.[K+].[K+].[CH2:7]([O:9][C:10](=[O:23])[C:11]1[CH:16]=[C:15](I)[C:14]([O:18][CH2:19][CH2:20][OH:21])=[C:13]([Br:22])[CH:12]=1)[CH3:8].[CH3:24][O:25][C:26]1[CH:27]=[C:28](B(O)O)[CH:29]=[CH:30][CH:31]=1.C(Cl)Cl.B(O)O.